This data is from Full USPTO retrosynthesis dataset with 1.9M reactions from patents (1976-2016). The task is: Predict the reactants needed to synthesize the given product. The reactants are: [OH:1][C:2]1[CH:7]=[CH:6][C:5]([C@H:8]2[CH2:25][C@@:23]3([CH3:24])[C@@H:19]([CH2:20][CH2:21][C@@H:22]3[O:26][CH:27]3[CH2:32][CH2:31][CH2:30][CH2:29][O:28]3)[C@@:18]3([CH3:33])[C@H:9]2[C:10]2[CH:11]=[CH:12][C:13]([O:34][CH3:35])=[CH:14][C:15]=2[CH2:16][CH2:17]3)=[CH:4][CH:3]=1.Br[CH2:37][CH2:38][CH2:39][CH2:40][CH2:41][Cl:42]. Given the product [Cl:42][CH2:41][CH2:40][CH2:39][CH2:38][CH2:37][O:1][C:2]1[CH:7]=[CH:6][C:5]([C@H:8]2[CH2:25][C@@:23]3([CH3:24])[C@@H:19]([CH2:20][CH2:21][C@@H:22]3[O:26][CH:27]3[CH2:32][CH2:31][CH2:30][CH2:29][O:28]3)[C@@:18]3([CH3:33])[C@H:9]2[C:10]2[CH:11]=[CH:12][C:13]([O:34][CH3:35])=[CH:14][C:15]=2[CH2:16][CH2:17]3)=[CH:4][CH:3]=1, predict the reactants needed to synthesize it.